This data is from Retrosynthesis with 50K atom-mapped reactions and 10 reaction types from USPTO. The task is: Predict the reactants needed to synthesize the given product. (1) Given the product Cc1cc(-c2cc(C(=O)O)c(=O)n(CC(C)C)n2)ccc1F, predict the reactants needed to synthesize it. The reactants are: COC(=O)c1cc(-c2ccc(F)c(C)c2)nn(CC(C)C)c1=O. (2) The reactants are: CC(C)(C)OC(=O)N1CCC[C@@H](C(=O)O)C1.Cc1cccc(N)c1N. Given the product Cc1cccc2[nH]c([C@@H]3CCCN(C(=O)OC(C)(C)C)C3)nc12, predict the reactants needed to synthesize it. (3) Given the product COC(=O)c1ccccc1NC(=O)C[C@H]1O[C@H](c2cccc(OC)c2OC)c2cc(Cl)ccc2N(CC(C)(C)COC(C)=O)C1=O, predict the reactants needed to synthesize it. The reactants are: COC(=O)c1ccccc1N.COc1cccc([C@H]2O[C@H](CC(=O)O)C(=O)N(CC(C)(C)COC(C)=O)c3ccc(Cl)cc32)c1OC. (4) Given the product COC(=O)c1ccc(CCCN2C(=O)CCC2CCC(Cc2cccc(Oc3ccccc3)c2)O[Si](C)(C)C(C)(C)C)cc1, predict the reactants needed to synthesize it. The reactants are: CC(C)(C)[Si](C)(C)OC(CCC1CCC(=O)N1)Cc1cccc(Oc2ccccc2)c1.COC(=O)c1ccc(CCCBr)cc1. (5) Given the product COCCNC(=O)C1c2ccccc2C(=O)N(C(C(=O)O)c2ccc(Cl)cc2)C1c1ccc(Cl)cc1, predict the reactants needed to synthesize it. The reactants are: COCCNC(=O)C1c2ccccc2C(=O)N(C(C(=O)OC)c2ccc(Cl)cc2)C1c1ccc(Cl)cc1.